This data is from Full USPTO retrosynthesis dataset with 1.9M reactions from patents (1976-2016). The task is: Predict the reactants needed to synthesize the given product. (1) Given the product [C:17]([Si:14]([CH3:16])([CH3:15])[O:13][CH2:12][CH2:11][CH2:10][N:6]1[CH2:7][CH2:8][CH:4]([F:3])[CH2:5]1)([CH3:20])([CH3:19])[CH3:18], predict the reactants needed to synthesize it. The reactants are: Cl.Cl.[F:3][CH:4]1[CH2:8][CH2:7][NH:6][CH2:5]1.Br[CH2:10][CH2:11][CH2:12][O:13][Si:14]([C:17]([CH3:20])([CH3:19])[CH3:18])([CH3:16])[CH3:15].C([O-])([O-])=O.[K+].[K+]. (2) The reactants are: Cl[C:2]1[C:9]([N+:10]([O-:12])=[O:11])=[CH:8][CH:7]=[CH:6][C:3]=1[C:4]#[N:5].[CH2:13]([CH2:15][NH2:16])[OH:14]. Given the product [OH:14][CH2:13][CH2:15][NH:16][C:2]1[C:9]([N+:10]([O-:12])=[O:11])=[CH:8][CH:7]=[CH:6][C:3]=1[C:4]#[N:5], predict the reactants needed to synthesize it. (3) The reactants are: [O:1]1[CH2:6][CH2:5][N:4]([C:7]2[CH:12]=[CH:11][C:10]([NH:13][C:14]3[N:15]=[C:16](O)[C:17]4[CH:23]=[CH:22][N:21]=[C:20]([C:24]5[CH:29]=[CH:28][CH:27]=[C:26]([N+:30]([O-:32])=[O:31])[CH:25]=5)[C:18]=4[N:19]=3)=[CH:9][CH:8]=2)[CH2:3][CH2:2]1.O=P(Cl)(Cl)[Cl:36]. Given the product [Cl:36][C:16]1[C:17]2[CH:23]=[CH:22][N:21]=[C:20]([C:24]3[CH:29]=[CH:28][CH:27]=[C:26]([N+:30]([O-:32])=[O:31])[CH:25]=3)[C:18]=2[N:19]=[C:14]([NH:13][C:10]2[CH:11]=[CH:12][C:7]([N:4]3[CH2:5][CH2:6][O:1][CH2:2][CH2:3]3)=[CH:8][CH:9]=2)[N:15]=1, predict the reactants needed to synthesize it. (4) Given the product [CH3:1][O:2][C:3]1[CH:4]=[CH:5][C:6]([CH2:7][N:8]([C:22]2[S:23][CH:24]=[CH:25][N:26]=2)[S:9]([C:12]2[CH:13]=[CH:14][C:15]3[N:20]([C:30]4[CH:35]=[CH:34][CH:33]=[CH:32][C:31]=4[CH:36]4[CH2:41][CH2:40][O:39][CH2:38][CH2:37]4)[CH2:19][CH2:18][O:17][C:16]=3[CH:21]=2)(=[O:11])=[O:10])=[CH:27][CH:28]=1, predict the reactants needed to synthesize it. The reactants are: [CH3:1][O:2][C:3]1[CH:28]=[CH:27][C:6]([CH2:7][N:8]([C:22]2[S:23][CH:24]=[CH:25][N:26]=2)[S:9]([C:12]2[CH:13]=[CH:14][C:15]3[NH:20][CH2:19][CH2:18][O:17][C:16]=3[CH:21]=2)(=[O:11])=[O:10])=[CH:5][CH:4]=1.I[C:30]1[CH:35]=[CH:34][CH:33]=[CH:32][C:31]=1[CH:36]1[CH2:41][CH2:40][O:39][CH2:38][CH2:37]1.CC(C)([O-])C.[Na+].CC1(C)C2C(=C(P(C3C=CC=CC=3)C3C=CC=CC=3)C=CC=2)OC2C(P(C3C=CC=CC=3)C3C=CC=CC=3)=CC=CC1=2. (5) Given the product [CH:1]([O:4][C:5]1[CH:24]=[CH:23][C:8]([O:9][C:10]2[S:14][C:13]([C:15]3[S:19][C:18]([CH:20]([NH:22][C:27]([NH:26][CH3:25])=[O:28])[CH3:21])=[CH:17][CH:16]=3)=[N:12][N:11]=2)=[CH:7][CH:6]=1)([CH3:2])[CH3:3], predict the reactants needed to synthesize it. The reactants are: [CH:1]([O:4][C:5]1[CH:24]=[CH:23][C:8]([O:9][C:10]2[S:14][C:13]([C:15]3[S:19][C:18]([CH:20]([NH2:22])[CH3:21])=[CH:17][CH:16]=3)=[N:12][N:11]=2)=[CH:7][CH:6]=1)([CH3:3])[CH3:2].[CH3:25][N:26]=[C:27]=[O:28]. (6) The reactants are: [CH2:1]([O:8][C:9]1[C:14](=[O:15])[N:13]2[CH:16]=[C:17]([CH3:20])[CH:18]=[CH:19][C:12]2=[N:11][C:10]=1[C:21]([NH:23][NH2:24])=[O:22])[C:2]1[CH:7]=[CH:6][CH:5]=[CH:4][CH:3]=1.C(=O)([O-])[O-].[Na+].[Na+].[F:31][C:32]1[CH:37]=[CH:36][C:35]([CH2:38][C:39](Cl)=[O:40])=[CH:34][CH:33]=1. Given the product [F:31][C:32]1[CH:37]=[CH:36][C:35]([CH2:38][C:39]([NH:24][NH:23][C:21]([C:10]2[N:11]=[C:12]3[CH:19]=[CH:18][C:17]([CH3:20])=[CH:16][N:13]3[C:14](=[O:15])[C:9]=2[O:8][CH2:1][C:2]2[CH:3]=[CH:4][CH:5]=[CH:6][CH:7]=2)=[O:22])=[O:40])=[CH:34][CH:33]=1, predict the reactants needed to synthesize it. (7) The reactants are: [CH:1]1([CH2:6][OH:7])[CH2:5][CH2:4][CH2:3][CH2:2]1.[H-].[Na+].Cl[C:11]1[C:16]([S:17][C:18]2[CH:19]=[C:20]([NH:24][C:25](=[O:27])[CH3:26])[CH:21]=[CH:22][CH:23]=2)=[CH:15][N:14]=[C:13]([N:28]2[CH2:33][CH2:32][N:31]([CH3:34])[CH2:30][CH2:29]2)[N:12]=1.CO. Given the product [CH:1]1([CH2:6][O:7][C:15]2[C:16]([S:17][C:18]3[CH:19]=[C:20]([NH:24][C:25](=[O:27])[CH3:26])[CH:21]=[CH:22][CH:23]=3)=[CH:11][N:12]=[C:13]([N:28]3[CH2:33][CH2:32][N:31]([CH3:34])[CH2:30][CH2:29]3)[N:14]=2)[CH2:5][CH2:4][CH2:3][CH2:2]1, predict the reactants needed to synthesize it. (8) Given the product [F:11][C:12]1[CH:17]=[CH:16][C:15]([S:18]([C:2]2[CH:9]=[N:8][CH:7]=[CH:6][C:3]=2[CH:4]=[O:5])(=[O:20])=[O:19])=[CH:14][CH:13]=1, predict the reactants needed to synthesize it. The reactants are: F[C:2]1[CH:9]=[N:8][CH:7]=[CH:6][C:3]=1[CH:4]=[O:5].[Na+].[F:11][C:12]1[CH:17]=[CH:16][C:15]([S:18]([O-:20])=[O:19])=[CH:14][CH:13]=1. (9) Given the product [CH3:14][O:15][C:16](=[O:30])[C:17]([C:19]1[C:28]2[C:23](=[CH:24][CH:25]=[CH:26][CH:27]=2)[C:22]([NH:13][C:11]2[CH:10]=[CH:9][N:8]=[C:7]([N:1]3[CH2:6][CH2:5][O:4][CH2:3][CH2:2]3)[N:12]=2)=[CH:21][CH:20]=1)=[O:18], predict the reactants needed to synthesize it. The reactants are: [N:1]1([C:7]2[N:12]=[C:11]([NH2:13])[CH:10]=[CH:9][N:8]=2)[CH2:6][CH2:5][O:4][CH2:3][CH2:2]1.[CH3:14][O:15][C:16](=[O:30])[C:17]([C:19]1[C:28]2[C:23](=[CH:24][CH:25]=[CH:26][CH:27]=2)[C:22](Br)=[CH:21][CH:20]=1)=[O:18].C1C=CC(P(C2C(C3C(P(C4C=CC=CC=4)C4C=CC=CC=4)=CC=C4C=3C=CC=C4)=C3C(C=CC=C3)=CC=2)C2C=CC=CC=2)=CC=1. (10) Given the product [Br:1][C:2]1[CH:3]=[CH:4][C:5]([O:10][CH2:12][CH2:13][N:14]2[CH2:18][CH2:17][CH2:16][CH2:15]2)=[C:6]([CH:9]=1)[CH:7]=[O:8], predict the reactants needed to synthesize it. The reactants are: [Br:1][C:2]1[CH:3]=[CH:4][C:5]([OH:10])=[C:6]([CH:9]=1)[CH:7]=[O:8].Cl[CH2:12][CH2:13][N:14]1[CH2:18][CH2:17][CH2:16][CH2:15]1.C(=O)([O-])[O-].[K+].[K+].